Dataset: Catalyst prediction with 721,799 reactions and 888 catalyst types from USPTO. Task: Predict which catalyst facilitates the given reaction. (1) Reactant: [NH2:1][C@H:2]([CH2:22][C:23]1[CH:28]=[CH:27][C:26]([Cl:29])=[CH:25][CH:24]=1)[C:3]([N:5]1[CH2:10][CH2:9][CH:8]([C:11]2[CH:16]=[CH:15][CH:14]=[CH:13][C:12]=2[NH:17][S:18]([CH3:21])(=[O:20])=[O:19])[CH2:7][CH2:6]1)=[O:4].CCN(C(C)C)C(C)C.[C:39]([NH:46][C@H:47]1[CH2:51][CH2:50][C@@H:49]([C:52](O)=[O:53])[CH2:48]1)([O:41][C:42]([CH3:45])([CH3:44])[CH3:43])=[O:40].C1C=NC2N(O)N=NC=2C=1.C(Cl)CCl. Product: [Cl:29][C:26]1[CH:25]=[CH:24][C:23]([CH2:22][C@@H:2]([NH:1][C:52]([C@H:49]2[CH2:50][CH2:51][C@@H:47]([NH:46][C:39]([O:41][C:42]([CH3:45])([CH3:44])[CH3:43])=[O:40])[CH2:48]2)=[O:53])[C:3]([N:5]2[CH2:10][CH2:9][CH:8]([C:11]3[CH:16]=[CH:15][CH:14]=[CH:13][C:12]=3[NH:17][S:18]([CH3:21])(=[O:19])=[O:20])[CH2:7][CH2:6]2)=[O:4])=[CH:28][CH:27]=1. The catalyst class is: 3. (2) Reactant: [F:1][C:2]1[CH:3]=[C:4]([C:12]2[O:16][N:15]=[C:14]([C:17]([OH:19])=O)[C:13]=2[CH2:20][OH:21])[CH:5]=[CH:6][C:7]=1[C:8]([F:11])([F:10])[F:9].[CH3:22][CH:23]([CH3:27])[C@@H:24]([NH2:26])[CH3:25].C(N(CC)CC)C.[O-]P1(OP([O-])(=O)OP([O-])(=O)OP([O-])(=O)O1)=O.[Na+].[Na+].[Na+].[Na+]. Product: [F:1][C:2]1[CH:3]=[C:4]([C:12]2[O:16][N:15]=[C:14]([C:17]([NH:26][C@H:24]([CH:23]([CH3:27])[CH3:22])[CH3:25])=[O:19])[C:13]=2[CH2:20][OH:21])[CH:5]=[CH:6][C:7]=1[C:8]([F:11])([F:10])[F:9]. The catalyst class is: 795. (3) Reactant: C(OC(=O)[NH:7][CH:8]1[CH2:13][CH2:12][CH:11]([NH:14][C:15]2[C:16]3[N:17]([C:21]([C:24]4[CH:29]=[CH:28][CH:27]=[C:26]([NH:30][CH2:31][C:32]5[S:33][CH:34]=[CH:35][CH:36]=5)[N:25]=4)=[CH:22][N:23]=3)[CH:18]=[CH:19][N:20]=2)[CH2:10][CH2:9]1)(C)(C)C. Product: [S:33]1[CH:34]=[CH:35][CH:36]=[C:32]1[CH2:31][NH:30][C:26]1[N:25]=[C:24]([C:21]2[N:17]3[CH:18]=[CH:19][N:20]=[C:15]([NH:14][CH:11]4[CH2:12][CH2:13][CH:8]([NH2:7])[CH2:9][CH2:10]4)[C:16]3=[N:23][CH:22]=2)[CH:29]=[CH:28][CH:27]=1. The catalyst class is: 361. (4) Reactant: [CH3:1][C:2]1[N:7]=[C:6]2[S:8][C:9]3[CH2:14][CH2:13][CH2:12][CH2:11][C:10]=3[C:5]2=[C:4]([C:15]2[CH:16]=[N:17][C:18]([CH3:21])=[CH:19][CH:20]=2)[C:3]=1[CH:22]([O:27][C:28]([CH3:31])([CH3:30])[CH3:29])[C:23]([O:25]C)=[O:24].[OH-].[Na+]. Product: [CH3:1][C:2]1[N:7]=[C:6]2[S:8][C:9]3[CH2:14][CH2:13][CH2:12][CH2:11][C:10]=3[C:5]2=[C:4]([C:15]2[CH:16]=[N:17][C:18]([CH3:21])=[CH:19][CH:20]=2)[C:3]=1[CH:22]([O:27][C:28]([CH3:31])([CH3:30])[CH3:29])[C:23]([OH:25])=[O:24]. The catalyst class is: 5. (5) Reactant: [C:1]([C:4]1[CH:5]=[C:6]([S:10][C:11]2[CH:16]=[CH:15][C:14](/[CH:17]=[CH:18]/[C:19]([N:21]3[CH2:26][CH2:25][N:24]([C:27](=[O:29])[CH3:28])[CH2:23][CH2:22]3)=[O:20])=[CH:13][C:12]=2[N+:30]([O-:32])=[O:31])[CH:7]=[CH:8][CH:9]=1)(O)=[O:2].CCN(CC)CC.ClC(OCC)=O. Product: [OH:2][CH2:1][C:4]1[CH:5]=[C:6]([S:10][C:11]2[CH:16]=[CH:15][C:14](/[CH:17]=[CH:18]/[C:19]([N:21]3[CH2:22][CH2:23][N:24]([C:27](=[O:29])[CH3:28])[CH2:25][CH2:26]3)=[O:20])=[CH:13][C:12]=2[N+:30]([O-:32])=[O:31])[CH:7]=[CH:8][CH:9]=1. The catalyst class is: 1.